Task: Predict the reactants needed to synthesize the given product.. Dataset: Full USPTO retrosynthesis dataset with 1.9M reactions from patents (1976-2016) (1) Given the product [Cl:1][C:2]1[CH:3]=[CH:4][C:5]([C:8]2[CH:13]=[CH:12][CH:11]=[CH:10][C:9]=2[C@H:14]([OH:32])[CH:15]2[CH2:20][CH2:19][N:18]([C:21]3[CH:22]=[CH:23][C:24]([C:25]([OH:27])=[O:26])=[CH:30][CH:31]=3)[CH2:17][CH2:16]2)=[CH:6][CH:7]=1, predict the reactants needed to synthesize it. The reactants are: [Cl:1][C:2]1[CH:7]=[CH:6][C:5]([C:8]2[CH:13]=[CH:12][CH:11]=[CH:10][C:9]=2[C@H:14]([OH:32])[CH:15]2[CH2:20][CH2:19][N:18]([C:21]3[CH:31]=[CH:30][C:24]([C:25]([O:27]CC)=[O:26])=[CH:23][CH:22]=3)[CH2:17][CH2:16]2)=[CH:4][CH:3]=1.O.CO. (2) Given the product [Cl:20][C:21]1[CH:22]=[C:23]2[C:27](=[CH:28][CH:29]=1)[NH:26][CH:25]=[C:24]2[CH2:30][CH2:31][NH:32][C:11]([C:8]1[N:7]=[C:6]([CH2:5][C:4]2[CH:16]=[CH:17][CH:18]=[C:2]([F:1])[CH:3]=2)[O:10][N:9]=1)=[O:13], predict the reactants needed to synthesize it. The reactants are: [F:1][C:2]1[CH:3]=[C:4]([CH:16]=[CH:17][CH:18]=1)[CH2:5][C:6]1[O:10][N:9]=[C:8]([C:11]([O:13]CC)=O)[N:7]=1.Cl.[Cl:20][C:21]1[CH:22]=[C:23]2[C:27](=[CH:28][CH:29]=1)[NH:26][CH:25]=[C:24]2[CH2:30][CH2:31][NH2:32].CN(C(ON1N=NC2C=CC=NC1=2)=[N+](C)C)C.F[P-](F)(F)(F)(F)F.C(N(CC)C(C)C)(C)C. (3) Given the product [CH3:1][C:2]1([CH3:32])[CH2:11][CH:10]=[C:9]([C:12]2[S:13][C:14]([CH3:18])=[C:15]([CH3:17])[N:16]=2)[C:8]2[CH:7]=[C:6]([C:19]#[C:20][C:21]3[CH:22]=[CH:23][C:24]([C:25]([OH:27])=[O:26])=[CH:30][CH:31]=3)[CH:5]=[CH:4][C:3]1=2, predict the reactants needed to synthesize it. The reactants are: [CH3:1][C:2]1([CH3:32])[CH2:11][CH:10]=[C:9]([C:12]2[S:13][C:14]([CH3:18])=[C:15]([CH3:17])[N:16]=2)[C:8]2[CH:7]=[C:6]([C:19]#[C:20][C:21]3[CH:31]=[CH:30][C:24]([C:25]([O:27]CC)=[O:26])=[CH:23][CH:22]=3)[CH:5]=[CH:4][C:3]1=2.[OH-].[Na+]. (4) Given the product [CH2:22]([N:21]([CH2:14][C:15]1[CH:20]=[CH:19][CH:18]=[CH:17][CH:16]=1)[CH:2]([CH3:13])[C:3]([C:5]1[CH:10]=[CH:9][C:8]([O:11][CH3:12])=[CH:7][CH:6]=1)=[O:4])[C:23]1[CH:28]=[CH:27][CH:26]=[CH:25][CH:24]=1, predict the reactants needed to synthesize it. The reactants are: Br[CH:2]([CH3:13])[C:3]([C:5]1[CH:10]=[CH:9][C:8]([O:11][CH3:12])=[CH:7][CH:6]=1)=[O:4].[CH2:14]([NH:21][CH2:22][C:23]1[CH:28]=[CH:27][CH:26]=[CH:25][CH:24]=1)[C:15]1[CH:20]=[CH:19][CH:18]=[CH:17][CH:16]=1. (5) Given the product [CH3:17][N:15]1[C@H:11]([CH2:10][O:9][CH:4]2[CH2:5][CH2:6][CH2:7][CH2:8][O:3]2)[CH2:12][CH2:13][C:14]1=[O:16], predict the reactants needed to synthesize it. The reactants are: [H-].[Na+].[O:3]1[CH2:8][CH2:7][CH2:6][CH2:5][CH:4]1[O:9][CH2:10][C@H:11]1[NH:15][C:14](=[O:16])[CH2:13][CH2:12]1.[CH3:17]I.